Dataset: Catalyst prediction with 721,799 reactions and 888 catalyst types from USPTO. Task: Predict which catalyst facilitates the given reaction. (1) Reactant: Cl.[F:2][C:3]1[CH:4]=[C:5]([CH:11]2[N:16]([C:17]([O:19][C:20]3[CH:25]=[CH:24][C:23]([N+:26]([O-:28])=[O:27])=[CH:22][CH:21]=3)=[O:18])[C:15]([O:29]C)=[N:14][C:13]([CH3:31])=[C:12]2[C:32](=[O:34])[CH3:33])[CH:6]=[C:7]([F:10])[C:8]=1[F:9]. Product: [F:2][C:3]1[CH:4]=[C:5]([CH:11]2[N:16]([C:17]([O:19][C:20]3[CH:21]=[CH:22][C:23]([N+:26]([O-:28])=[O:27])=[CH:24][CH:25]=3)=[O:18])[C:15](=[O:29])[NH:14][C:13]([CH3:31])=[C:12]2[C:32](=[O:34])[CH3:33])[CH:6]=[C:7]([F:10])[C:8]=1[F:9]. The catalyst class is: 1. (2) Product: [CH3:19][N:18]([CH3:20])[CH:15]1[CH2:16][CH2:17][CH:12]([NH2:11])[CH2:13][CH2:14]1. Reactant: BrC1C2C([NH:11][CH:12]3[CH2:17][CH2:16][CH:15]([N:18]([CH3:20])[CH3:19])[CH2:14][CH2:13]3)=NC=NC=2SC=1CC.C(C1SC2N=CN=C(NC3CCC(N(C)C)CC3)C=2C=1)C.BrBr. The catalyst class is: 52.